This data is from Forward reaction prediction with 1.9M reactions from USPTO patents (1976-2016). The task is: Predict the product of the given reaction. Given the reactants [OH:1][C:2]1[CH:7]=[CH:6][C:5]([NH2:8])=[CH:4][C:3]=1[C:9]1[CH:14]=[CH:13][CH:12]=[CH:11][CH:10]=1.[ClH:15], predict the reaction product. The product is: [ClH:15].[OH:1][C:2]1[CH:7]=[CH:6][C:5]([NH2:8])=[CH:4][C:3]=1[C:9]1[CH:14]=[CH:13][CH:12]=[CH:11][CH:10]=1.